Task: Predict the reaction yield, written as a fraction of the theoretical maximum amount of product (1.0 means a 100% yield; for example, 0.34 means a 34% yield).. Dataset: Reaction yield outcomes from USPTO patents with 853,638 reactions The reactants are Cl[C:2]([O:4][CH2:5][CH3:6])=[O:3].[F:7][C:8]([F:18])([F:17])[O:9][C:10]1[CH:16]=[CH:15][CH:14]=[CH:13][C:11]=1[NH2:12].C(=O)([O-])[O-].[Na+].[Na+].O1CCOCC1. The catalyst is O. The product is [F:7][C:8]([F:17])([F:18])[O:9][C:10]1[CH:16]=[CH:15][CH:14]=[CH:13][C:11]=1[NH:12][C:2](=[O:3])[O:4][CH2:5][CH3:6]. The yield is 0.840.